This data is from Forward reaction prediction with 1.9M reactions from USPTO patents (1976-2016). The task is: Predict the product of the given reaction. (1) Given the reactants [CH2:1]([O:3][C:4]([C:6]1([C:13]2[S:14][CH:15]=[CH:16][CH:17]=2)[CH2:12][CH2:11][CH:10]=[CH:9][CH2:8][CH2:7]1)=[O:5])[CH3:2].[H][H], predict the reaction product. The product is: [CH2:1]([O:3][C:4]([C:6]1([C:13]2[S:14][CH:15]=[CH:16][CH:17]=2)[CH2:12][CH2:11][CH2:10][CH2:9][CH2:8][CH2:7]1)=[O:5])[CH3:2]. (2) Given the reactants [CH:1](=[O:10])[C:2]1[CH:9]=[CH:8][C:5]([CH:6]=[O:7])=[CH:4][CH:3]=1.[OH-].[K+], predict the reaction product. The product is: [CH3:1][C:2]1([CH3:9])[CH2:3][O:7][CH:6]1[C:5]1[CH:8]=[CH:9][C:2]([CH:1]2[C:5]([CH3:8])([CH3:6])[CH2:4][O:10]2)=[CH:3][CH:4]=1. (3) The product is: [CH3:1][O:2][C:3](=[O:27])[C:4]1[CH:9]=[C:8]([CH2:10][CH3:11])[CH:7]=[CH:6][C:5]=1[NH:12][C:13]1[N:17]([C:18]2[CH:23]=[CH:22][CH:21]=[CH:20][C:19]=2[CH3:24])[N:16]=[C:15]([CH3:25])[C:14]=1[C:36]1[CH:37]=[C:38]2[C:33](=[CH:34][CH:35]=1)[N:32]=[CH:31][CH:30]=[N:29]2. Given the reactants [CH3:1][O:2][C:3](=[O:27])[C:4]1[CH:9]=[C:8]([CH2:10][CH3:11])[CH:7]=[CH:6][C:5]=1[NH:12][C:13]1[N:17]([C:18]2[CH:23]=[CH:22][CH:21]=[CH:20][C:19]=2[CH3:24])[N:16]=[C:15]([CH3:25])[C:14]=1Br.Cl.[N:29]1[C:38]2[C:33](=[CH:34][C:35](OB(O)O)=[CH:36][CH:37]=2)[N:32]=[CH:31][CH:30]=1.C(=O)([O-])[O-].[Na+].[Na+].O, predict the reaction product. (4) Given the reactants Cl[CH2:2][CH:3]1[CH2:8][CH2:7][CH:6]=[CH:5][CH2:4]1.[CH:9]1([OH:16])[CH2:14][CH2:13][CH:12]([OH:15])[CH2:11][CH2:10]1.[OH-].[Na+], predict the reaction product. The product is: [CH:3]1([CH2:2][O:15][CH:12]2[CH2:13][CH2:14][CH:9]([OH:16])[CH2:10][CH2:11]2)[CH2:8][CH2:7][CH:6]=[CH:5][CH2:4]1.